This data is from Full USPTO retrosynthesis dataset with 1.9M reactions from patents (1976-2016). The task is: Predict the reactants needed to synthesize the given product. (1) Given the product [Br:1][C:2]1[CH:3]=[CH:4][C:5]2[O:11][CH2:10][CH2:9][N:8]3[C:12]([C:18]([OH:20])=[O:19])=[C:13]([C:15](=[O:17])[NH2:16])[N:14]=[C:7]3[C:6]=2[CH:22]=1, predict the reactants needed to synthesize it. The reactants are: [Br:1][C:2]1[CH:3]=[CH:4][C:5]2[O:11][CH2:10][CH2:9][N:8]3[C:12]([C:18]([O:20]C)=[O:19])=[C:13]([C:15](=[O:17])[NH2:16])[N:14]=[C:7]3[C:6]=2[CH:22]=1.O.[OH-].[Li+].C1COCC1. (2) Given the product [CH3:37][O:38][C:39]1[C:40]([CH:57]=[CH2:58])=[CH:41][C:42]2[CH:48]([CH3:49])[CH2:47][NH:46][CH2:45][CH2:44][C:43]=2[N:56]=1, predict the reactants needed to synthesize it. The reactants are: BrC1C(OC)=NC2CCN(C(=O)C(F)(F)F)CC(C)C=2C=1.[Sn](C=C)(CCCC)(CCCC)CCCC.[CH3:37][O:38][C:39]1[C:40]([CH:57]=[CH2:58])=[CH:41][C:42]2[CH:48]([CH3:49])[CH2:47][N:46](C(=O)C(F)(F)F)[CH2:45][CH2:44][C:43]=2[N:56]=1.C([O-])([O-])=O.[K+].[K+]. (3) The reactants are: [ClH:1].[C:2]1([C:8]#[C:9][C:10]2[CH:11]=[C:12]([C:16]([N:18]3[CH2:23][CH2:22][CH:21]([C:24]4[CH:25]=[C:26]([CH:30]=[CH:31][CH:32]=4)[C:27]([NH2:29])=[NH:28])[CH2:20][CH2:19]3)=[O:17])[CH:13]=[N:14][CH:15]=2)[CH:7]=[CH:6][CH:5]=[CH:4][CH:3]=1. Given the product [ClH:1].[C:2]1([CH2:8][CH2:9][C:10]2[CH:11]=[C:12]([C:16]([N:18]3[CH2:19][CH2:20][CH:21]([C:24]4[CH:25]=[C:26]([CH:30]=[CH:31][CH:32]=4)[C:27]([NH2:29])=[NH:28])[CH2:22][CH2:23]3)=[O:17])[CH:13]=[N:14][CH:15]=2)[CH:3]=[CH:4][CH:5]=[CH:6][CH:7]=1, predict the reactants needed to synthesize it. (4) Given the product [F:18][C:19]1[CH:20]=[C:21]([CH:22]([C:7]2([C:1]3[CH:2]=[CH:3][CH:4]=[CH:5][CH:6]=3)[S:8][CH2:9][CH2:10][CH2:11][S:12]2)[OH:23])[CH:24]=[C:25]([F:27])[CH:26]=1, predict the reactants needed to synthesize it. The reactants are: [C:1]1([CH:7]2[S:12][CH2:11][CH2:10][CH2:9][S:8]2)[CH:6]=[CH:5][CH:4]=[CH:3][CH:2]=1.[Li]CCCC.[F:18][C:19]1[CH:20]=[C:21]([CH:24]=[C:25]([F:27])[CH:26]=1)[CH:22]=[O:23]. (5) Given the product [F:30][C:31]1[CH:36]=[CH:35][C:34]([NH:37][C:38]2[N:47]=[CH:46][C:45]3[C:40](=[CH:41][C:42]([O:29][CH:26]4[CH2:27][CH2:28][N:23]([CH:20]([CH3:22])[CH3:21])[CH2:24][CH2:25]4)=[CH:43][CH:44]=3)[N:39]=2)=[CH:33][C:32]=1[CH3:49], predict the reactants needed to synthesize it. The reactants are: C1(P(C2C=CC=CC=2)C2C=CC=CC=2)C=CC=CC=1.[CH:20]([N:23]1[CH2:28][CH2:27][CH:26]([OH:29])[CH2:25][CH2:24]1)([CH3:22])[CH3:21].[F:30][C:31]1[CH:36]=[CH:35][C:34]([NH:37][C:38]2[N:47]=[CH:46][C:45]3[C:40](=[CH:41][C:42](O)=[CH:43][CH:44]=3)[N:39]=2)=[CH:33][C:32]=1[CH3:49]. (6) The reactants are: [OH:1][C:2]1[CH:3]=[C:4]([CH:7]=[CH:8][C:9]=1[OH:10])[CH:5]=[O:6].[C:11](=O)([O-])[O-].[Cs+].[Cs+].BrCBr. Given the product [O:10]1[C:9]2[CH:8]=[CH:7][C:4]([CH:5]=[O:6])=[CH:3][C:2]=2[O:1][CH2:11]1, predict the reactants needed to synthesize it. (7) The reactants are: [N+:1]([C:4]1[CH:10]=[C:9]([N+:11]([O-:13])=[O:12])[CH:8]=[CH:7][C:5]=1[NH2:6])([O-:3])=[O:2].[Br:14]Br. Given the product [N+:1]([C:4]1[CH:10]=[C:9]([N+:11]([O-:13])=[O:12])[CH:8]=[C:7]([Br:14])[C:5]=1[NH2:6])([O-:3])=[O:2], predict the reactants needed to synthesize it. (8) Given the product [Cl:11][C:6]1[CH:7]=[CH:8][CH:9]=[CH:10][C:5]=1[C:3]1[N:14]=[C:13]([NH:20][CH2:19][CH:16]2[CH2:18][CH2:17]2)[S:12][CH:2]=1, predict the reactants needed to synthesize it. The reactants are: Br[CH2:2][C:3]([C:5]1[CH:10]=[CH:9][CH:8]=[CH:7][C:6]=1[Cl:11])=O.[S-:12][C:13]#[N:14].[Na+].[CH:16]1([CH2:19][NH2:20])[CH2:18][CH2:17]1. (9) Given the product [CH2:8]([O:10][C:11](=[O:25])[NH:12][CH:13]([C:15]1[CH:16]=[C:17]2[C:22](=[CH:23][CH:24]=1)[CH2:21][N:20]([CH2:27][C:28]1[CH:33]=[CH:32][C:31]([O:34][CH2:35][CH:36]3[CH2:38][CH2:37]3)=[CH:30][CH:29]=1)[CH2:19][CH2:18]2)[CH3:14])[CH3:9], predict the reactants needed to synthesize it. The reactants are: FC(F)(F)C(O)=O.[CH2:8]([O:10][C:11](=[O:25])[NH:12][CH:13]([C:15]1[CH:16]=[C:17]2[C:22](=[CH:23][CH:24]=1)[CH2:21][NH:20][CH2:19][CH2:18]2)[CH3:14])[CH3:9].Br[CH2:27][C:28]1[CH:33]=[CH:32][C:31]([O:34][CH2:35][CH:36]2[CH2:38][CH2:37]2)=[CH:30][CH:29]=1.